This data is from Reaction yield outcomes from USPTO patents with 853,638 reactions. The task is: Predict the reaction yield, written as a fraction of the theoretical maximum amount of product (1.0 means a 100% yield; for example, 0.34 means a 34% yield). (1) The reactants are [CH3:1][O:2][C:3](=[O:15])[C:4]1[CH:13]=[C:12](Br)[CH:11]=[C:6]([C:7]([O:9][CH3:10])=[O:8])[CH:5]=1.[CH:16]1[C:25]2[C:20](=[CH:21][CH:22]=[CH:23][CH:24]=2)[CH:19]=[CH:18][C:17]=1B(O)O.C1(C)C=CC=CC=1P(C1C=CC=CC=1C)C1C=CC=CC=1C.CCN(CC)CC. The catalyst is CN(C=O)C.CC([O-])=O.CC([O-])=O.[Pd+2]. The product is [CH3:1][O:2][C:3](=[O:15])[C:4]1[CH:13]=[C:12]([C:18]2[CH:17]=[CH:16][C:25]3[C:20](=[CH:21][CH:22]=[CH:23][CH:24]=3)[CH:19]=2)[CH:11]=[C:6]([C:7]([O:9][CH3:10])=[O:8])[CH:5]=1. The yield is 0.750. (2) The reactants are [CH2:1](Br)[C:2]1[CH:7]=[CH:6][CH:5]=[CH:4][CH:3]=1.[NH2:9][C:10]1[CH:11]=[C:12]2[C:17](=[C:18]([C:20]([NH2:22])=[O:21])[CH:19]=1)[N:16]=[CH:15][N:14]=[C:13]2[NH:23][CH2:24][C:25]1[CH:30]=[CH:29][C:28]([Cl:31])=[C:27]([C:32]([F:35])([F:34])[F:33])[CH:26]=1.C(=O)([O-])[O-].[Cs+].[Cs+]. The catalyst is C(Cl)Cl. The product is [CH2:1]([NH:9][C:10]1[CH:11]=[C:12]2[C:17](=[C:18]([C:20]([NH2:22])=[O:21])[CH:19]=1)[N:16]=[CH:15][N:14]=[C:13]2[NH:23][CH2:24][C:25]1[CH:30]=[CH:29][C:28]([Cl:31])=[C:27]([C:32]([F:34])([F:35])[F:33])[CH:26]=1)[C:2]1[CH:7]=[CH:6][CH:5]=[CH:4][CH:3]=1. The yield is 0.170. (3) The reactants are [Cl:1][C:2]1[C:3]([CH3:27])=[C:4]([NH:10][C@H:11]([C@@H:24]([OH:26])[CH3:25])[C:12]([NH:14][CH2:15][C:16](=[O:23])[C:17]2[CH:22]=[CH:21][CH:20]=[CH:19][CH:18]=2)=[O:13])[CH:5]=[CH:6][C:7]=1[C:8]#[N:9].CN(C=O)C.N1C=CN=C1.[C:38]([Si:42](Cl)([CH3:44])[CH3:43])([CH3:41])([CH3:40])[CH3:39]. The catalyst is CCOC(C)=O.O. The product is [Si:42]([O:26][C@@H:24]([CH3:25])[C@@H:11]([NH:10][C:4]1[CH:5]=[CH:6][C:7]([C:8]#[N:9])=[C:2]([Cl:1])[C:3]=1[CH3:27])[C:12]([NH:14][CH2:15][C:16](=[O:23])[C:17]1[CH:22]=[CH:21][CH:20]=[CH:19][CH:18]=1)=[O:13])([C:38]([CH3:41])([CH3:40])[CH3:39])([CH3:44])[CH3:43]. The yield is 0.800. (4) The reactants are [CH3:1][C:2]1[N:7]=[C:6]([NH2:8])[CH:5]=[CH:4][C:3]=1[C:9]#[C:10][Si](C)(C)C.CO.C(=O)([O-])[O-].[K+].[K+]. The catalyst is O. The product is [C:9]([C:3]1[CH:4]=[CH:5][C:6]([NH2:8])=[N:7][C:2]=1[CH3:1])#[CH:10]. The yield is 0.880. (5) The reactants are [Cl:1][C:2]1[CH:21]=[CH:20][C:5]([O:6][C:7]2[CH:19]=[CH:18][C:10]([O:11][CH2:12][C@@H:13]3[CH2:17][CH2:16][CH2:15][NH:14]3)=[CH:9][CH:8]=2)=[CH:4][CH:3]=1.Br[CH2:23][CH2:24][CH2:25][N:26]1[C:30](=[O:31])[C:29]2=[CH:32][CH:33]=[CH:34][CH:35]=[C:28]2[C:27]1=[O:36].C(=O)([O-])[O-].[K+].[K+]. The catalyst is CN(C=O)C. The product is [Cl:1][C:2]1[CH:21]=[CH:20][C:5]([O:6][C:7]2[CH:19]=[CH:18][C:10]([O:11][CH2:12][C@@H:13]3[CH2:17][CH2:16][CH2:15][N:14]3[CH2:23][CH2:24][CH2:25][N:26]3[C:30](=[O:31])[C:29]4[C:28](=[CH:35][CH:34]=[CH:33][CH:32]=4)[C:27]3=[O:36])=[CH:9][CH:8]=2)=[CH:4][CH:3]=1. The yield is 0.610.